Dataset: Forward reaction prediction with 1.9M reactions from USPTO patents (1976-2016). Task: Predict the product of the given reaction. (1) Given the reactants [F:1][C:2]1[C:30]([N:31]2[CH2:36][CH2:35][NH:34][CH2:33][CH2:32]2)=[CH:29][C:5]2[N:6]([CH2:17][C:18]3[CH:23]=[CH:22][C:21]([O:24][C:25]([F:28])([F:27])[F:26])=[CH:20][CH:19]=3)[C:7]([CH2:9][O:10][C:11]3[CH:16]=[CH:15][CH:14]=[CH:13][CH:12]=3)=[N:8][C:4]=2[CH:3]=1.[C:37]1([CH2:43][C:44](Cl)=[O:45])[CH:42]=[CH:41][CH:40]=[CH:39][CH:38]=1, predict the reaction product. The product is: [F:1][C:2]1[C:30]([N:31]2[CH2:36][CH2:35][N:34]([C:44](=[O:45])[CH2:43][C:37]3[CH:42]=[CH:41][CH:40]=[CH:39][CH:38]=3)[CH2:33][CH2:32]2)=[CH:29][C:5]2[N:6]([CH2:17][C:18]3[CH:19]=[CH:20][C:21]([O:24][C:25]([F:26])([F:27])[F:28])=[CH:22][CH:23]=3)[C:7]([CH2:9][O:10][C:11]3[CH:12]=[CH:13][CH:14]=[CH:15][CH:16]=3)=[N:8][C:4]=2[CH:3]=1. (2) Given the reactants [CH2:1]1[C:5]2([CH2:10][CH2:9][NH:8][CH2:7][CH2:6]2)[CH2:4][CH2:3][N:2]1[C:11]1[CH:18]=[CH:17][C:14]([C:15]#[N:16])=[CH:13][N:12]=1.[CH:19]1([C:22]2[CH:30]=[C:29]3[C:25]([CH2:26][O:27][C:28]3=[O:31])=[CH:24][C:23]=2[CH:32]2[CH2:34][O:33]2)[CH2:21][CH2:20]1, predict the reaction product. The product is: [CH:19]1([C:22]2[CH:30]=[C:29]3[C:25]([CH2:26][O:27][C:28]3=[O:31])=[CH:24][C:23]=2[CH:32]([OH:33])[CH2:34][N:8]2[CH2:7][CH2:6][C:5]3([CH2:1][N:2]([C:11]4[CH:18]=[CH:17][C:14]([C:15]#[N:16])=[CH:13][N:12]=4)[CH2:3][CH2:4]3)[CH2:10][CH2:9]2)[CH2:21][CH2:20]1.